The task is: Predict the reactants needed to synthesize the given product.. This data is from Full USPTO retrosynthesis dataset with 1.9M reactions from patents (1976-2016). Given the product [CH3:1][N:2]([CH3:31])[C:3](=[O:30])[CH2:4][N:5]1[C:14]2[C:9](=[N:10][CH:11]=[C:12]([CH2:15][C:16]3[CH:17]=[CH:18][C:19]([F:22])=[CH:20][CH:21]=3)[CH:13]=2)[C:8]([OH:23])=[C:7]([C:24]([NH:32][CH2:33][CH2:34][N:35]([CH3:40])[S:36]([CH3:39])(=[O:38])=[O:37])=[O:25])[C:6]1=[O:29], predict the reactants needed to synthesize it. The reactants are: [CH3:1][N:2]([CH3:31])[C:3](=[O:30])[CH2:4][N:5]1[C:14]2[C:9](=[N:10][CH:11]=[C:12]([CH2:15][C:16]3[CH:21]=[CH:20][C:19]([F:22])=[CH:18][CH:17]=3)[CH:13]=2)[C:8]([OH:23])=[C:7]([C:24](OCC)=[O:25])[C:6]1=[O:29].[NH2:32][CH2:33][CH2:34][N:35]([CH3:40])[S:36]([CH3:39])(=[O:38])=[O:37].